Predict the reaction yield, written as a fraction of the theoretical maximum amount of product (1.0 means a 100% yield; for example, 0.34 means a 34% yield). From a dataset of Reaction yield outcomes from USPTO patents with 853,638 reactions. (1) The product is [CH3:30][N:31]1[CH2:36][CH2:35][N:34]([C:2]2[CH:29]=[CH:28][C:5]([C:6]([NH:8][C:9]3[CH:14]=[C:13]([C:15]4[S:16][CH:17]=[CH:18][CH:19]=4)[CH:12]=[CH:11][C:10]=3[NH:20][C:21](=[O:27])[O:22][C:23]([CH3:26])([CH3:24])[CH3:25])=[O:7])=[CH:4][N:3]=2)[CH2:33][CH2:32]1. The yield is 0.380. The reactants are Cl[C:2]1[CH:29]=[CH:28][C:5]([C:6]([NH:8][C:9]2[CH:14]=[C:13]([C:15]3[S:16][CH:17]=[CH:18][CH:19]=3)[CH:12]=[CH:11][C:10]=2[NH:20][C:21](=[O:27])[O:22][C:23]([CH3:26])([CH3:25])[CH3:24])=[O:7])=[CH:4][N:3]=1.[CH3:30][N:31]1[CH2:36][CH2:35][NH:34][CH2:33][CH2:32]1. The catalyst is CCOC(C)=O. (2) The reactants are Br[C:2]1[CH:10]=[C:9]([F:11])[CH:8]=[C:7]2[C:3]=1[CH:4]=[CH:5][NH:6]2.[B:12]1([B:12]2[O:16][C:15]([CH3:18])([CH3:17])[C:14]([CH3:20])([CH3:19])[O:13]2)[O:16][C:15]([CH3:18])([CH3:17])[C:14]([CH3:20])([CH3:19])[O:13]1.CC([O-])=O.[K+].CCOC(C)=O. The catalyst is CS(C)=O.O. The product is [F:11][C:9]1[CH:8]=[C:7]2[C:3]([CH:4]=[CH:5][NH:6]2)=[C:2]([B:12]2[O:16][C:15]([CH3:18])([CH3:17])[C:14]([CH3:20])([CH3:19])[O:13]2)[CH:10]=1. The yield is 0.610. (3) The reactants are [CH3:1][O:2][C:3](=[O:44])[C@H:4]1[O:31][CH:8]([O:9][C:10]2[CH:15]=[CH:14][C:13]([CH2:16][CH2:17][CH2:18][CH2:19][NH:20]C(OCC3C=CC=CC=3)=O)=[CH:12][CH:11]=2)[C@H:7]([O:32][C:33](=[O:35])[CH3:34])[C@@H:6]([O:36][C:37](=[O:39])[CH3:38])[C@@H:5]1[O:40][C:41](=[O:43])[CH3:42]. The catalyst is CO.[Pd]. The product is [CH3:1][O:2][C:3](=[O:44])[C@H:4]1[O:31][CH:8]([O:9][C:10]2[CH:11]=[CH:12][C:13]([CH2:16][CH2:17][CH2:18][CH2:19][NH2:20])=[CH:14][CH:15]=2)[C@H:7]([O:32][C:33](=[O:35])[CH3:34])[C@@H:6]([O:36][C:37](=[O:39])[CH3:38])[C@@H:5]1[O:40][C:41](=[O:43])[CH3:42]. The yield is 0.840. (4) The reactants are [NH:1]1[C:10]2[C:5](=[CH:6][CH:7]=[CH:8][CH:9]=2)[CH2:4][CH2:3][C:2]1=[O:11].[H-].[Na+].[CH3:14][O:15][C:16]1[CH:23]=[CH:22][C:19]([CH2:20]Cl)=[CH:18][CH:17]=1. The catalyst is CN(C=O)C. The product is [CH3:14][O:15][C:16]1[CH:23]=[CH:22][C:19]([CH2:20][N:1]2[C:10]3[C:5](=[CH:6][CH:7]=[CH:8][CH:9]=3)[CH2:4][CH2:3][C:2]2=[O:11])=[CH:18][CH:17]=1. The yield is 0.950.